Predict the product of the given reaction. From a dataset of Forward reaction prediction with 1.9M reactions from USPTO patents (1976-2016). (1) Given the reactants [N+:1]([C:4]1[CH:5]=[C:6]2[C:10](=[CH:11][CH:12]=1)[NH:9][C:8]([C:13]([O:15][CH2:16][CH3:17])=[O:14])=[CH:7]2)([O-:3])=[O:2].[C:18](Cl)(=[O:25])[C:19]1[CH:24]=[CH:23][CH:22]=[CH:21][CH:20]=1.CCN(CC)CC.C([O-])(O)=O.[Na+], predict the reaction product. The product is: [C:18]([N:9]1[C:10]2[C:6](=[CH:5][C:4]([N+:1]([O-:3])=[O:2])=[CH:12][CH:11]=2)[CH:7]=[C:8]1[C:13]([O:15][CH2:16][CH3:17])=[O:14])(=[O:25])[C:19]1[CH:24]=[CH:23][CH:22]=[CH:21][CH:20]=1. (2) Given the reactants [Cl:1][C:2]1[CH:3]=[C:4]([NH:12][C:13]2[C:18]([C:19]#[N:20])=[CH:17][N:16]=[CH:15][C:14]=2[C:21]2[O:22][C:23]3[CH:29]=[CH:28][C:27]([CH:30]=O)=[CH:26][C:24]=3[CH:25]=2)[C:5]([CH3:11])=[C:6]2[C:10]=1[NH:9][CH:8]=[CH:7]2.[N:32]1([C:38]([O:40][C:41]([CH3:44])([CH3:43])[CH3:42])=[O:39])[CH2:37][CH2:36][NH:35][CH2:34][CH2:33]1.C(O)(=O)C.C(O[BH-](OC(=O)C)OC(=O)C)(=O)C.[Na+], predict the reaction product. The product is: [Cl:1][C:2]1[CH:3]=[C:4]([NH:12][C:13]2[C:18]([C:19]#[N:20])=[CH:17][N:16]=[CH:15][C:14]=2[C:21]2[O:22][C:23]3[CH:29]=[CH:28][C:27]([CH2:30][N:35]4[CH2:36][CH2:37][N:32]([C:38]([O:40][C:41]([CH3:44])([CH3:43])[CH3:42])=[O:39])[CH2:33][CH2:34]4)=[CH:26][C:24]=3[CH:25]=2)[C:5]([CH3:11])=[C:6]2[C:10]=1[NH:9][CH:8]=[CH:7]2. (3) Given the reactants [F:1][C:2]([F:17])([F:16])[C:3]1[CH:4]=[C:5]([CH:9]=[C:10]([C:12]([F:15])([F:14])[F:13])[CH:11]=1)/[CH:6]=[N:7]/[OH:8].ClN1[C:23](=[O:24])[CH2:22][CH2:21]C1=O.N1C=CC=CC=1.C(O)C#C, predict the reaction product. The product is: [F:1][C:2]([F:16])([F:17])[C:3]1[CH:4]=[C:5]([C:6]2[CH:21]=[C:22]([CH2:23][OH:24])[O:8][N:7]=2)[CH:9]=[C:10]([C:12]([F:15])([F:13])[F:14])[CH:11]=1. (4) Given the reactants [CH3:1][O:2][C:3](=[O:34])[CH:4]([C:9]1[CH:10]=[C:11]([C:23]2[CH:28]=[CH:27][C:26]([Cl:29])=[C:25]([C:30]([F:33])([F:32])[F:31])[CH:24]=2)[CH:12]=[C:13](OS(C(F)(F)F)(=O)=O)[CH:14]=1)[CH2:5][CH:6]([CH3:8])[CH3:7].[F:35][C:36]([F:51])([F:50])[C:37]1[CH:38]=[C:39](B(O)O)[CH:40]=[C:41]([C:43]([F:46])([F:45])[F:44])[CH:42]=1, predict the reaction product. The product is: [CH3:1][O:2][C:3](=[O:34])[CH:4]([C:9]1[CH:10]=[C:11]([C:23]2[CH:28]=[CH:27][C:26]([Cl:29])=[C:25]([C:30]([F:33])([F:31])[F:32])[CH:24]=2)[CH:12]=[C:13]([C:39]2[CH:38]=[C:37]([C:36]([F:51])([F:50])[F:35])[CH:42]=[C:41]([C:43]([F:46])([F:45])[F:44])[CH:40]=2)[CH:14]=1)[CH2:5][CH:6]([CH3:8])[CH3:7]. (5) Given the reactants Br[C:2]1[CH:7]=[CH:6][C:5]([CH2:8][CH2:9][N:10]([CH2:18][C@H:19]([O:27][Si:28]([C:31]([CH3:34])([CH3:33])[CH3:32])([CH3:30])[CH3:29])[C:20]2[CH:25]=[CH:24][CH:23]=[C:22]([Cl:26])[CH:21]=2)[C:11](=[O:17])[O:12][C:13]([CH3:16])([CH3:15])[CH3:14])=[CH:4][CH:3]=1.C([Li])CCC.[Si:40]([O:47][C:48]1[CH:59]=[CH:58][C:51]([C:52](N(OC)C)=[O:53])=[CH:50][CH:49]=1)([C:43]([CH3:46])([CH3:45])[CH3:44])([CH3:42])[CH3:41], predict the reaction product. The product is: [Si:40]([O:47][C:48]1[CH:59]=[CH:58][C:51]([C:52]([C:2]2[CH:3]=[CH:4][C:5]([CH2:8][CH2:9][N:10]([CH2:18][C@H:19]([O:27][Si:28]([C:31]([CH3:34])([CH3:32])[CH3:33])([CH3:29])[CH3:30])[C:20]3[CH:25]=[CH:24][CH:23]=[C:22]([Cl:26])[CH:21]=3)[C:11](=[O:17])[O:12][C:13]([CH3:16])([CH3:14])[CH3:15])=[CH:6][CH:7]=2)=[O:53])=[CH:50][CH:49]=1)([C:43]([CH3:46])([CH3:45])[CH3:44])([CH3:42])[CH3:41]. (6) Given the reactants C(N(CC)CC)C.CS(Cl)(=O)=O.C([O:17][C:18]([NH:20][C@@H:21]([CH2:33][C:34]1[CH:39]=[CH:38][CH:37]=[CH:36][CH:35]=1)[C@H:22]([OH:32])/[CH:23]=[CH:24]/[CH2:25][CH2:26][CH2:27][C:28]([O:30][CH3:31])=[O:29])=O)(C)(C)C.S([O-])(=O)(=O)C, predict the reaction product. The product is: [CH2:33]([C@H:21]1[C@H:22](/[CH:23]=[CH:24]/[CH2:25][CH2:26][CH2:27][C:28]([O:30][CH3:31])=[O:29])[O:32][C:18](=[O:17])[NH:20]1)[C:34]1[CH:39]=[CH:38][CH:37]=[CH:36][CH:35]=1. (7) Given the reactants Br[CH2:2][C:3]([NH:5][C:6]1[N:7]=[C:8]([N:26]([CH3:28])[CH3:27])[N:9]([C:20]2[CH:25]=[CH:24][CH:23]=[CH:22][CH:21]=2)[C:10]=1[C:11]([O:13][C:14]([CH3:19])([CH3:18])[CH2:15][O:16][CH3:17])=[O:12])=[O:4].[NH:29]1[C:37]2[C:32](=[CH:33][CH:34]=[CH:35][CH:36]=2)[CH2:31][C:30]1=[O:38].C([O-])([O-])=O.[K+].[K+], predict the reaction product. The product is: [CH3:27][N:26]([CH3:28])[C:8]1[N:9]([C:20]2[CH:25]=[CH:24][CH:23]=[CH:22][CH:21]=2)[C:10]([C:11]([O:13][C:14]([CH3:19])([CH3:18])[CH2:15][O:16][CH3:17])=[O:12])=[C:6]([NH:5][C:3](=[O:4])[CH2:2][N:29]2[C:37]3[C:32](=[CH:33][CH:34]=[CH:35][CH:36]=3)[CH2:31][C:30]2=[O:38])[N:7]=1. (8) The product is: [F:49][C:50]1([F:56])[CH2:55][CH2:54][N:53]([C:24]([C:19]2[NH:20][C:21]3[C:17]([CH:18]=2)=[CH:16][C:15]([C:13]([N:9]2[CH2:10][CH2:11][CH2:12][C@H:8]2[CH2:7][N:2]2[CH2:3][CH2:4][CH2:5][CH2:6]2)=[O:14])=[CH:23][CH:22]=3)=[O:26])[CH2:52][CH2:51]1. Given the reactants Cl.[N:2]1([CH2:7][C@@H:8]2[CH2:12][CH2:11][CH2:10][N:9]2[C:13]([C:15]2[CH:16]=[C:17]3[C:21](=[CH:22][CH:23]=2)[NH:20][C:19]([C:24]([OH:26])=O)=[CH:18]3)=[O:14])[CH2:6][CH2:5][CH2:4][CH2:3]1.F[B-](F)(F)F.N1(OC(N(C)C)=[N+](C)C)C2C=CC=CC=2N=N1.[F:49][C:50]1([F:56])[CH2:55][CH2:54][NH:53][CH2:52][CH2:51]1.C(N(CC)C(C)C)(C)C, predict the reaction product. (9) Given the reactants [Cl:1][C:2]1[CH:3]=[C:4]([CH2:9][N:10]2[C:14]([CH3:15])=[C:13]([C:16]([NH:18][C:19]3[CH:20]=[C:21]([CH:26]=[C:27]([C:29]([NH:31][CH3:32])=[O:30])[CH:28]=3)[C:22](OC)=[O:23])=[O:17])[N:12]=[N:11]2)[CH:5]=[CH:6][C:7]=1[Cl:8].[H-].[H-].[H-].[H-].[Li+].[Al+3].O, predict the reaction product. The product is: [Cl:1][C:2]1[CH:3]=[C:4]([CH2:9][N:10]2[C:14]([CH3:15])=[C:13]([C:16]([NH:18][C:19]3[CH:28]=[C:27]([C:29]([NH:31][CH3:32])=[O:30])[CH:26]=[C:21]([CH2:22][OH:23])[CH:20]=3)=[O:17])[N:12]=[N:11]2)[CH:5]=[CH:6][C:7]=1[Cl:8]. (10) The product is: [CH3:3][O:4][C:5](=[O:18])[C:6]1[CH:11]=[C:10]([N:12]([S:13]([CH3:16])(=[O:14])=[O:15])[CH3:20])[N:9]=[C:8]([Cl:17])[CH:7]=1. Given the reactants [H-].[Na+].[CH3:3][O:4][C:5](=[O:18])[C:6]1[CH:11]=[C:10]([NH:12][S:13]([CH3:16])(=[O:15])=[O:14])[N:9]=[C:8]([Cl:17])[CH:7]=1.I[CH3:20], predict the reaction product.